The task is: Predict the product of the given reaction.. This data is from Forward reaction prediction with 1.9M reactions from USPTO patents (1976-2016). (1) Given the reactants [Li]CCCC.Br[C:7]1[CH:12]=[CH:11][CH:10]=[CH:9][C:8]=1[C:13]([OH:16])([CH3:15])[CH3:14].[B:17](OC)(OC)[O:18]C, predict the reaction product. The product is: [CH3:14][C:13]1([CH3:15])[O:16][B:17]([OH:18])[C:7]2[CH:12]=[CH:11][CH:10]=[CH:9][C:8]1=2. (2) Given the reactants [CH:1]1([N:7]2[C:15]3[C:10](=[CH:11][CH:12]=[CH:13][C:14]=3[C:16]([F:19])([F:18])[F:17])[C:9]([C:20]3[CH:25]=[CH:24][C:23]([O:26]C)=[CH:22][CH:21]=3)=[N:8]2)[CH2:6][CH2:5][CH2:4][CH2:3][CH2:2]1.B(Br)(Br)Br.C1CCCCC=1, predict the reaction product. The product is: [CH:1]1([N:7]2[C:15]3[C:10](=[CH:11][CH:12]=[CH:13][C:14]=3[C:16]([F:17])([F:18])[F:19])[C:9]([C:20]3[CH:21]=[CH:22][C:23]([OH:26])=[CH:24][CH:25]=3)=[N:8]2)[CH2:2][CH2:3][CH2:4][CH2:5][CH2:6]1.